Task: Predict the reactants needed to synthesize the given product.. Dataset: Full USPTO retrosynthesis dataset with 1.9M reactions from patents (1976-2016) (1) The reactants are: [N:1]1([CH2:6][C:7]2[CH:21]=[CH:20][C:10]([CH2:11][N:12]3[CH:16]=[C:15]([C:17]([OH:19])=O)[CH:14]=[N:13]3)=[CH:9][CH:8]=2)[CH:5]=[CH:4][CH:3]=[N:2]1.[Cl:22][C:23]1[CH:24]=[C:25]([C@H:29]([NH2:31])[CH3:30])[CH:26]=[CH:27][CH:28]=1.CCN(C(C)C)C(C)C.CN(C(ON1N=NC2C=CC=NC1=2)=[N+](C)C)C.F[P-](F)(F)(F)(F)F. Given the product [N:1]1([CH2:6][C:7]2[CH:8]=[CH:9][C:10]([CH2:11][N:12]3[CH:16]=[C:15]([C:17]([NH:31][C@@H:29]([C:25]4[CH:26]=[CH:27][CH:28]=[C:23]([Cl:22])[CH:24]=4)[CH3:30])=[O:19])[CH:14]=[N:13]3)=[CH:20][CH:21]=2)[CH:5]=[CH:4][CH:3]=[N:2]1, predict the reactants needed to synthesize it. (2) Given the product [C:8]1([C:22]2[CH:23]=[CH:24][CH:25]=[CH:26][CH:27]=2)[CH:13]=[CH:12][CH:11]=[C:10]([N:14]2[CH:18]=[C:17]([C:19]([N:3]3[CH:7]=[CH:6][CH:5]=[N:4]3)=[O:20])[N:16]=[CH:15]2)[CH:9]=1, predict the reactants needed to synthesize it. The reactants are: [H-].[Na+].[NH:3]1[CH:7]=[CH:6][CH:5]=[N:4]1.[C:8]1([C:22]2[CH:27]=[CH:26][CH:25]=[CH:24][CH:23]=2)[CH:13]=[CH:12][CH:11]=[C:10]([N:14]2[CH:18]=[C:17]([C:19](Cl)=[O:20])[N:16]=[CH:15]2)[CH:9]=1.O. (3) Given the product [C:2]1([C:24]2[CH:29]=[CH:28][CH:27]=[CH:26][CH:25]=2)[CH:7]=[CH:6][CH:5]=[C:4]([C:8]2([C:22]#[N:23])[CH2:13][CH2:12][N:11]([C:14]3[CH:19]=[CH:18][CH:17]=[CH:16][C:15]=3[O:20][CH3:21])[CH2:10][CH2:9]2)[CH:3]=1, predict the reactants needed to synthesize it. The reactants are: Br[C:2]1[CH:3]=[C:4]([C:8]2([C:22]#[N:23])[CH2:13][CH2:12][N:11]([C:14]3[CH:19]=[CH:18][CH:17]=[CH:16][C:15]=3[O:20][CH3:21])[CH2:10][CH2:9]2)[CH:5]=[CH:6][CH:7]=1.[C:24]1(B(O)O)[CH:29]=[CH:28][CH:27]=[CH:26][CH:25]=1.C(=O)([O-])[O-].[Cs+].[Cs+].O. (4) Given the product [C:1]([NH:24][CH2:25][CH2:26][N:27]([CH3:28])[CH2:70][CH2:71][NH:72][C:73](=[O:95])[O:62][CH2:61][C@@H:59]1[C@@H:58]([N:63]=[N+:64]=[N-:65])[CH2:57][C@@H:56]([N:50]2[CH:49]=[C:48]([CH3:47])[C:54](=[O:55])[NH:53][C:51]2=[O:52])[O:60]1)(=[O:23])[CH2:2][CH2:3]/[CH:4]=[CH:5]\[CH2:6]/[CH:7]=[CH:8]\[CH2:9]/[CH:10]=[CH:11]\[CH2:12]/[CH:13]=[CH:14]\[CH2:15]/[CH:16]=[CH:17]\[CH2:18]/[CH:19]=[CH:20]\[CH2:21][CH3:22], predict the reactants needed to synthesize it. The reactants are: [C:1]([NH:24][CH2:25][CH2:26][NH:27][C:28](=O)OC[C@@H]1CC[C@H](N2C=NC3C(=O)N=CNC2=3)O1)(=[O:23])[CH2:2][CH2:3]/[CH:4]=[CH:5]\[CH2:6]/[CH:7]=[CH:8]\[CH2:9]/[CH:10]=[CH:11]\[CH2:12]/[CH:13]=[CH:14]\[CH2:15]/[CH:16]=[CH:17]\[CH2:18]/[CH:19]=[CH:20]\[CH2:21][CH3:22].[CH3:47][C:48]1[C:54](=[O:55])[NH:53][C:51](=[O:52])[N:50]([C@@H:56]2[O:60][C@H:59]([CH2:61][OH:62])[C@@H:58]([N:63]=[N+:64]=[N-:65])[CH2:57]2)[CH:49]=1.NCCN(C)[CH2:70][CH2:71][NH:72][C:73](=[O:95])CC/C=C\C/C=C\C/C=C\C/C=C\C/C=C\C/C=C\CC.